From a dataset of NCI-60 drug combinations with 297,098 pairs across 59 cell lines. Regression. Given two drug SMILES strings and cell line genomic features, predict the synergy score measuring deviation from expected non-interaction effect. Drug 1: CN(C)N=NC1=C(NC=N1)C(=O)N. Drug 2: C1CC(C1)(C(=O)O)C(=O)O.[NH2-].[NH2-].[Pt+2]. Cell line: CCRF-CEM. Synergy scores: CSS=69.7, Synergy_ZIP=1.04, Synergy_Bliss=0.512, Synergy_Loewe=0.866, Synergy_HSA=4.04.